Dataset: Forward reaction prediction with 1.9M reactions from USPTO patents (1976-2016). Task: Predict the product of the given reaction. (1) Given the reactants Br[C:2]1[C:18]([O:19][CH2:20][C@@H:21]([N:26]2[C:34](=[O:35])[C:33]3[C:28](=[CH:29][CH:30]=[CH:31][CH:32]=3)[C:27]2=[O:36])[CH2:22][CH:23]([CH3:25])[CH3:24])=[CH:17][C:5]2[N:6]([CH3:16])[C:7](=[O:15])[C:8]3[C:13]([C:4]=2[CH:3]=1)=[CH:12][CH:11]=[N:10][C:9]=3[CH3:14].C([Sn](CCCC)(CCCC)[C:42]([O:44][CH2:45][CH3:46])=[CH2:43])CCC, predict the reaction product. The product is: [CH2:45]([O:44][C:42]([C:2]1[C:18]([O:19][CH2:20][C@@H:21]([N:26]2[C:34](=[O:35])[C:33]3[C:28](=[CH:29][CH:30]=[CH:31][CH:32]=3)[C:27]2=[O:36])[CH2:22][CH:23]([CH3:25])[CH3:24])=[CH:17][C:5]2[N:6]([CH3:16])[C:7](=[O:15])[C:8]3[C:13]([C:4]=2[CH:3]=1)=[CH:12][CH:11]=[N:10][C:9]=3[CH3:14])=[CH2:43])[CH3:46]. (2) Given the reactants [NH2:1][C@H:2]([C:42]1[CH:54]=[CH:53][C:45]([O:46][CH2:47][C:48]([O:50]CC)=[O:49])=[CH:44][CH:43]=1)[CH2:3][N:4]1[C:9](=[O:10])[C:8]2[C:11]3([O:27][CH2:28][C:7]=2[N:6]([CH2:29][C:30]2[C:35]([C:36]([F:39])([F:38])[F:37])=[CH:34][CH:33]=[CH:32][C:31]=2[F:40])[C:5]1=[O:41])[CH2:16][CH2:15][N:14]([CH2:17][C:18]1[O:19][C:20]([C:23]([F:26])([F:25])[F:24])=[CH:21][CH:22]=1)[CH2:13][CH2:12]3.[OH-].[Na+].Cl, predict the reaction product. The product is: [NH2:1][C@H:2]([C:42]1[CH:43]=[CH:44][C:45]([O:46][CH2:47][C:48]([OH:50])=[O:49])=[CH:53][CH:54]=1)[CH2:3][N:4]1[C:9](=[O:10])[C:8]2[C:11]3([O:27][CH2:28][C:7]=2[N:6]([CH2:29][C:30]2[C:35]([C:36]([F:37])([F:38])[F:39])=[CH:34][CH:33]=[CH:32][C:31]=2[F:40])[C:5]1=[O:41])[CH2:12][CH2:13][N:14]([CH2:17][C:18]1[O:19][C:20]([C:23]([F:25])([F:24])[F:26])=[CH:21][CH:22]=1)[CH2:15][CH2:16]3.